Predict which catalyst facilitates the given reaction. From a dataset of Catalyst prediction with 721,799 reactions and 888 catalyst types from USPTO. Reactant: [Cl:1][C:2]1[N:7]=[C:6](Cl)[CH:5]=[CH:4][N:3]=1.[CH:9]1([C:12]2[CH:16]=[C:15]([NH2:17])[NH:14][N:13]=2)[CH2:11][CH2:10]1. Product: [Cl:1][C:2]1[N:7]=[C:6]([NH:17][C:15]2[CH:16]=[C:12]([CH:9]3[CH2:11][CH2:10]3)[NH:13][N:14]=2)[CH:5]=[CH:4][N:3]=1. The catalyst class is: 14.